From a dataset of Catalyst prediction with 721,799 reactions and 888 catalyst types from USPTO. Predict which catalyst facilitates the given reaction. (1) Reactant: C(N(CC)CC)C.[CH:8]([C:10]1[C:18]2[C:13](=[CH:14][CH:15]=[CH:16][CH:17]=2)[N:12](C(OC(C)(C)C)=O)[CH:11]=1)=[O:9].[CH:26]1[C:35]2[C:30](=[C:31]([CH:36]=[N:37][C:38]3[CH:43]=[CH:42][CH:41]=[C:40]([O:44][CH3:45])[CH:39]=3)[CH:32]=[CH:33][CH:34]=2)[CH:29]=[CH:28][N:27]=1. Product: [NH:12]1[C:13]2[C:18](=[CH:17][CH:16]=[CH:15][CH:14]=2)[C:10]([C:8](=[O:9])[CH:36]([C:31]2[CH:32]=[CH:33][CH:34]=[C:35]3[C:30]=2[CH:29]=[CH:28][N:27]=[CH:26]3)[NH:37][C:38]2[CH:43]=[CH:42][CH:41]=[C:40]([O:44][CH3:45])[CH:39]=2)=[CH:11]1. The catalyst class is: 433. (2) Reactant: [C:1]([C:4]1[CH:5]=[C:6]([C:11]2[CH:12]=[C:13]3[N:18]([CH:19]=2)[N:17]=[CH:16][N:15]=[C:14]3[N:20]2[CH2:23][CH:22]([C:24]([NH:26][CH2:27][C:28]3[CH:33]=[CH:32][C:31]([CH3:34])=[CH:30][CH:29]=3)=[O:25])[CH2:21]2)[CH:7]=[CH:8][C:9]=1[F:10])(=[O:3])[CH3:2].[CH3:35][Mg+].[Br-]. Product: [F:10][C:9]1[CH:8]=[CH:7][C:6]([C:11]2[CH:12]=[C:13]3[N:18]([CH:19]=2)[N:17]=[CH:16][N:15]=[C:14]3[N:20]2[CH2:21][CH:22]([C:24]([NH:26][CH2:27][C:28]3[CH:33]=[CH:32][C:31]([CH3:34])=[CH:30][CH:29]=3)=[O:25])[CH2:23]2)=[CH:5][C:4]=1[C:1]([OH:3])([CH3:35])[CH3:2]. The catalyst class is: 1. (3) Reactant: [O:1]=[C:2]1[C:7]2[CH:8]=[CH:9][CH:10]=[CH:11][C:6]=2[S:5][C:4]([C:12]2[N:17]=[C:16]([C:18]([OH:20])=O)[CH:15]=[CH:14][CH:13]=2)=[N:3]1.[NH2:21][CH2:22][CH2:23][OH:24].CCN=C=NCCCN(C)C.C1C=CC2N(O)N=NC=2C=1. Product: [OH:24][CH2:23][CH2:22][NH:21][C:18]([C:16]1[CH:15]=[CH:14][CH:13]=[C:12]([C:4]2[S:5][C:6]3[CH:11]=[CH:10][CH:9]=[CH:8][C:7]=3[C:2](=[O:1])[N:3]=2)[N:17]=1)=[O:20]. The catalyst class is: 384. (4) The catalyst class is: 11. Product: [CH2:21]([N:28]1[CH2:33][C:32](=[O:31])[N:1]([C:2]2[CH:3]=[C:4]([CH2:5][C:6]3[C:15]4[C:10](=[CH:11][CH:12]=[CH:13][CH:14]=4)[C:9](=[O:16])[NH:8][N:7]=3)[CH:17]=[CH:18][C:19]=2[F:20])[C:30](=[O:35])[CH2:29]1)[C:22]1[CH:27]=[CH:26][CH:25]=[CH:24][CH:23]=1. Reactant: [NH2:1][C:2]1[CH:3]=[C:4]([CH:17]=[CH:18][C:19]=1[F:20])[CH2:5][C:6]1[C:15]2[C:10](=[CH:11][CH:12]=[CH:13][CH:14]=2)[C:9](=[O:16])[NH:8][N:7]=1.[CH2:21]([N:28]1[CH2:33][C:32](=O)[O:31][C:30](=[O:35])[CH2:29]1)[C:22]1[CH:27]=[CH:26][CH:25]=[CH:24][CH:23]=1.C(N(C(C)C)CC)(C)C. (5) Reactant: [CH3:1][NH:2][CH2:3][CH2:4][CH:5]([C:16]1[CH:21]=[CH:20][CH:19]=[CH:18][CH:17]=1)[O:6][C:7]1[CH:12]=[CH:11][C:10]([CH2:13][CH2:14][OH:15])=[CH:9][CH:8]=1.[O:22]=[C:23]1[O:29][C@H:28]([C@H:30]([CH2:32][OH:33])[OH:31])[C:26]([OH:27])=[C:24]1[OH:25]. Product: [O:22]=[C:23]1[O:29][C@H:28]([C@H:30]([CH2:32][OH:33])[OH:31])[C:26]([OH:27])=[C:24]1[OH:25].[CH3:1][NH:2][CH2:3][CH2:4][CH:5]([C:16]1[CH:17]=[CH:18][CH:19]=[CH:20][CH:21]=1)[O:6][C:7]1[CH:12]=[CH:11][C:10]([CH2:13][CH2:14][OH:15])=[CH:9][CH:8]=1. The catalyst class is: 5. (6) Reactant: [CH:1]1([NH:4][S:5]([C:8]2[CH:13]=[C:12]([O:14][C:15]3[C:20]([Cl:21])=[CH:19][C:18]([CH2:22][CH:23]4[S:27][C:26](=[O:28])[NH:25][C:24]4=[O:29])=[CH:17][C:16]=3[Cl:30])[CH:11]=[CH:10][C:9]=2[O:31]C)(=[O:7])=[O:6])[CH2:3][CH2:2]1.B(Br)(Br)Br. Product: [CH:1]1([NH:4][S:5]([C:8]2[CH:13]=[C:12]([O:14][C:15]3[C:16]([Cl:30])=[CH:17][C:18]([CH2:22][CH:23]4[S:27][C:26](=[O:28])[NH:25][C:24]4=[O:29])=[CH:19][C:20]=3[Cl:21])[CH:11]=[CH:10][C:9]=2[OH:31])(=[O:6])=[O:7])[CH2:2][CH2:3]1. The catalyst class is: 4. (7) Reactant: [Cl:1][C:2]1[C:6]([Cl:7])=[C:5]([CH3:8])[NH:4][C:3]=1[C:9]([OH:11])=O.C(N(CC)CC)C.CN(C(ON1N=NC2C=CC=NC1=2)=[N+](C)C)C.F[P-](F)(F)(F)(F)F.[NH2:43][C@H:44]1[CH2:49][CH2:48][N:47]([C:50]([O:52][C:53]([CH3:56])([CH3:55])[CH3:54])=[O:51])[CH2:46][C@H:45]1[N:57]1[CH:61]=[CH:60][N:59]=[CH:58]1. Product: [C:53]([O:52][C:50]([N:47]1[CH2:48][CH2:49][C@H:44]([NH:43][C:9]([C:3]2[NH:4][C:5]([CH3:8])=[C:6]([Cl:7])[C:2]=2[Cl:1])=[O:11])[C@H:45]([N:57]2[CH:61]=[CH:60][N:59]=[CH:58]2)[CH2:46]1)=[O:51])([CH3:56])([CH3:54])[CH3:55]. The catalyst class is: 3. (8) Reactant: [CH3:1][O:2][C:3](=[O:11])[CH2:4][CH2:5][CH2:6][C:7](=O)[CH2:8]Br.[C:12]([NH:19][C:20]([NH2:22])=[NH:21])([O:14][C:15]([CH3:18])([CH3:17])[CH3:16])=[O:13].[Na+].[I-]. Product: [C:15]([O:14][C:12]([N:19]1[CH:8]=[C:7]([CH2:6][CH2:5][CH2:4][C:3]([O:2][CH3:1])=[O:11])[N:21]=[C:20]1[NH2:22])=[O:13])([CH3:18])([CH3:16])[CH3:17]. The catalyst class is: 3.